Dataset: Forward reaction prediction with 1.9M reactions from USPTO patents (1976-2016). Task: Predict the product of the given reaction. (1) Given the reactants Br[C:2]1[CH:3]=[CH:4][C:5]2[N:9]=[CH:8][N:7]([CH3:10])[C:6]=2[CH:11]=1.[CH3:12][C:13]1([CH3:29])[C:17]([CH3:19])([CH3:18])[O:16][B:15]([B:15]2[O:16][C:17]([CH3:19])([CH3:18])[C:13]([CH3:29])([CH3:12])[O:14]2)[O:14]1.C([O-])(=O)C.[K+], predict the reaction product. The product is: [CH3:10][N:7]1[C:6]2[CH:11]=[C:2]([B:15]3[O:16][C:17]([CH3:19])([CH3:18])[C:13]([CH3:29])([CH3:12])[O:14]3)[CH:3]=[CH:4][C:5]=2[N:9]=[CH:8]1. (2) Given the reactants CC([O-])(C)C.[K+].[CH3:7][O:8][C:9]1[CH:17]=[CH:16][C:12]([CH2:13][C:14]#[N:15])=[CH:11][CH:10]=1.[C:18]1(=[O:24])[CH2:23][CH2:22][CH2:21][CH2:20][CH2:19]1, predict the reaction product. The product is: [C:14]([CH:13]([C:12]1[CH:16]=[CH:17][C:9]([O:8][CH3:7])=[CH:10][CH:11]=1)[C:18]1([OH:24])[CH2:23][CH2:22][CH2:21][CH2:20][CH2:19]1)#[N:15]. (3) Given the reactants [CH3:1][C:2]1[CH:3]=[C:4]([NH:17][C:18]2[N:23]=[C:22]([C:24]([F:27])([F:26])[F:25])[CH:21]=[CH:20][N:19]=2)[CH:5]=[C:6](B2OC(C)(C)C(C)(C)O2)[CH:7]=1.I[C:29]1[CH:30]=[CH:31][C:32]([NH2:35])=[N:33][CH:34]=1.C(=O)([O-])[O-].[Na+].[Na+], predict the reaction product. The product is: [NH2:35][C:32]1[N:33]=[CH:34][C:29]([C:6]2[CH:5]=[C:4]([NH:17][C:18]3[N:23]=[C:22]([C:24]([F:25])([F:26])[F:27])[CH:21]=[CH:20][N:19]=3)[CH:3]=[C:2]([CH3:1])[CH:7]=2)=[CH:30][CH:31]=1. (4) Given the reactants C(OC(=O)[NH:7][C@H:8]1[CH2:13][CH2:12][C@@H:11]([CH2:14][NH:15][C:16]2[N:25]=[C:24]([N:26]([CH3:28])[CH3:27])[C:23]3[C:18](=[CH:19][CH:20]=[CH:21][CH:22]=3)[N:17]=2)[CH2:10][CH2:9]1)(C)(C)C, predict the reaction product. The product is: [NH2:7][C@@H:8]1[CH2:13][CH2:12][C@H:11]([CH2:14][NH:15][C:16]2[N:25]=[C:24]([N:26]([CH3:28])[CH3:27])[C:23]3[C:18](=[CH:19][CH:20]=[CH:21][CH:22]=3)[N:17]=2)[CH2:10][CH2:9]1. (5) Given the reactants [F:1][C:2]1[CH:3]=[C:4]2[C:9](=[CH:10][CH:11]=1)[N:8]=[C:7]([C:12]1[CH:17]=[CH:16][CH:15]=[CH:14][C:13]=1[O:18][P:19](=[O:36])([O:28]CC1C=CC=CC=1)[O:20]CC1C=CC=CC=1)[N:6]([CH2:37][CH2:38][C:39]1[CH:44]=[CH:43][CH:42]=[C:41]([F:45])[CH:40]=1)[C:5]2=[O:46].O1CCCC1.[H][H], predict the reaction product. The product is: [F:1][C:2]1[CH:3]=[C:4]2[C:9](=[CH:10][CH:11]=1)[N:8]=[C:7]([C:12]1[CH:17]=[CH:16][CH:15]=[CH:14][C:13]=1[O:18][P:19](=[O:20])([OH:36])[OH:28])[N:6]([CH2:37][CH2:38][C:39]1[CH:44]=[CH:43][CH:42]=[C:41]([F:45])[CH:40]=1)[C:5]2=[O:46]. (6) Given the reactants Cl[C:2]1[N:3]=[C:4]([N:13]2[CH2:18][CH2:17][O:16][CH2:15][C@@H:14]2[CH3:19])[C:5]2[CH2:10][S:9](=[O:12])(=[O:11])[CH2:8][C:6]=2[N:7]=1.[CH:20]1([NH:23][C:24]([NH:26][C:27]2[CH:32]=[CH:31][C:30](B3OC(C)(C)C(C)(C)O3)=[CH:29][CH:28]=2)=[O:25])[CH2:22][CH2:21]1.C([O-])([O-])=O.[Na+].[Na+], predict the reaction product. The product is: [CH:20]1([NH:23][C:24]([NH:26][C:27]2[CH:32]=[CH:31][C:30]([C:2]3[N:3]=[C:4]([N:13]4[CH2:18][CH2:17][O:16][CH2:15][C@@H:14]4[CH3:19])[C:5]4[CH2:10][S:9](=[O:12])(=[O:11])[CH2:8][C:6]=4[N:7]=3)=[CH:29][CH:28]=2)=[O:25])[CH2:22][CH2:21]1. (7) Given the reactants [CH3:1][O:2][C:3](=[O:18])[CH:4]=[C:5]1[CH2:10][CH2:9][N:8]([C:11]([O:13][C:14]([CH3:17])([CH3:16])[CH3:15])=[O:12])[CH2:7][CH2:6]1.O, predict the reaction product. The product is: [CH3:1][O:2][C:3](=[O:18])[CH2:4][CH:5]1[CH2:6][CH2:7][N:8]([C:11]([O:13][C:14]([CH3:16])([CH3:15])[CH3:17])=[O:12])[CH2:9][CH2:10]1. (8) The product is: [CH3:5][C:4]1[C:17]2[C:18]([OH:23])=[N:19][C:20]([OH:22])=[N:21][C:16]=2[NH:15][CH:3]=1. Given the reactants CO[CH:3](OC)[CH:4](Cl)[CH3:5].Cl.CC([O-])=O.[Na+].[NH2:15][C:16]1[NH:21][C:20](=[O:22])[NH:19][C:18](=[O:23])[CH:17]=1, predict the reaction product. (9) Given the reactants [Si:1]([O:18][CH2:19][C:20]1[N:25]=[C:24]2[C:26]([C:29]([O:31]CC)=O)=[N:27][O:28][C:23]2=[C:22]([Cl:34])[C:21]=1[N:35]1[CH2:40][C@H:39]([CH3:41])[O:38][C@H:37]([CH3:42])[CH2:36]1)([C:14]([CH3:17])([CH3:16])[CH3:15])([C:8]1[CH:13]=[CH:12][CH:11]=[CH:10][CH:9]=1)[C:2]1[CH:7]=[CH:6][CH:5]=[CH:4][CH:3]=1.[NH2:43][CH2:44][C:45]1[CH:52]=[CH:51][C:48]([C:49]#[N:50])=[CH:47][CH:46]=1, predict the reaction product. The product is: [Si:1]([O:18][CH2:19][C:20]1[N:25]=[C:24]2[C:26]([C:29]([NH:50][CH2:49][C:48]3[CH:51]=[CH:52][C:45]([C:44]#[N:43])=[CH:46][CH:47]=3)=[O:31])=[N:27][O:28][C:23]2=[C:22]([Cl:34])[C:21]=1[N:35]1[CH2:40][C@H:39]([CH3:41])[O:38][C@H:37]([CH3:42])[CH2:36]1)([C:14]([CH3:17])([CH3:16])[CH3:15])([C:2]1[CH:7]=[CH:6][CH:5]=[CH:4][CH:3]=1)[C:8]1[CH:9]=[CH:10][CH:11]=[CH:12][CH:13]=1.